This data is from Full USPTO retrosynthesis dataset with 1.9M reactions from patents (1976-2016). The task is: Predict the reactants needed to synthesize the given product. (1) The reactants are: F[P-](F)(F)(F)(F)F.[N:8]1(O[P+](N(C)C)(N(C)C)N(C)C)C2C=CC=CC=2N=N1.OC1C2N=NNC=2C=CC=1.[Cl-].[NH4+].C(N(C(C)C)CC)(C)C.[C:49]([C:51]1[N:56]=[CH:55][C:54]([C:57]2[C:69]3[C:68]4[C:63](=[CH:64][CH:65]=[CH:66][CH:67]=4)[N:62]([C:70]4[CH:78]=[CH:77][C:73]([C:74]([OH:76])=O)=[C:72]([NH:79][CH2:80][CH2:81][C:82]([OH:85])([CH3:84])[CH3:83])[CH:71]=4)[C:61]=3[CH:60]=[CH:59][CH:58]=2)=[CH:53][CH:52]=1)#[N:50]. Given the product [C:49]([C:51]1[N:56]=[CH:55][C:54]([C:57]2[C:69]3[C:68]4[C:63](=[CH:64][CH:65]=[CH:66][CH:67]=4)[N:62]([C:70]4[CH:78]=[CH:77][C:73]([C:74]([NH2:8])=[O:76])=[C:72]([NH:79][CH2:80][CH2:81][C:82]([OH:85])([CH3:83])[CH3:84])[CH:71]=4)[C:61]=3[CH:60]=[CH:59][CH:58]=2)=[CH:53][CH:52]=1)#[N:50], predict the reactants needed to synthesize it. (2) Given the product [Br:1][C:2]1[CH:6]=[N:5][N:4]([CH3:7])[C:3]=1[C:8]1[CH:9]=[C:10]([NH:16][C:28]([NH:27][C:18]2[CH:19]=[CH:20][C:21]3[C:26](=[CH:25][CH:24]=[CH:23][CH:22]=3)[CH:17]=2)=[O:29])[CH:11]=[CH:12][C:13]=1[O:14][CH3:15], predict the reactants needed to synthesize it. The reactants are: [Br:1][C:2]1[CH:6]=[N:5][N:4]([CH3:7])[C:3]=1[C:8]1[CH:9]=[C:10]([NH2:16])[CH:11]=[CH:12][C:13]=1[O:14][CH3:15].[CH:17]1[C:26]2[C:21](=[CH:22][CH:23]=[CH:24][CH:25]=2)[CH:20]=[CH:19][C:18]=1[N:27]=[C:28]=[O:29]. (3) The reactants are: [C:1]1([Mg]Br)[CH:6]=[CH:5][CH:4]=[CH:3][CH:2]=1.Cl[C:10]1[CH:19]=[CH:18][C:17]2[C:12](=[CH:13][CH:14]=[CH:15][CH:16]=2)[N:11]=1. Given the product [C:1]1([C:10]2[CH:19]=[CH:18][C:17]3[C:12](=[CH:13][CH:14]=[CH:15][CH:16]=3)[N:11]=2)[CH:6]=[CH:5][CH:4]=[CH:3][CH:2]=1, predict the reactants needed to synthesize it. (4) Given the product [Br:18][C:19]1[CH:20]=[CH:21][C:22]([O:35][CH2:36][C:37]2[CH:38]=[CH:39][CH:40]=[CH:41][CH:42]=2)=[C:23]([CH2:25][N:26]2[C:30]([CH3:31])=[CH:29][C:28]([NH:15][C:61]([O:57][CH2:56][CH:53]3[CH2:52][CH2:51][N:50]([C:48]([O:47][C:44]([CH3:43])([CH3:45])[CH3:46])=[O:49])[CH2:55][CH2:54]3)=[O:62])=[N:27]2)[CH:24]=1, predict the reactants needed to synthesize it. The reactants are: C1(P([N:15]=[N+]=[N-])(C2C=CC=CC=2)=O)C=CC=CC=1.[Br:18][C:19]1[CH:20]=[CH:21][C:22]([O:35][CH2:36][C:37]2[CH:42]=[CH:41][CH:40]=[CH:39][CH:38]=2)=[C:23]([CH2:25][N:26]2[C:30]([CH3:31])=[CH:29][C:28](C(O)=O)=[N:27]2)[CH:24]=1.[CH3:43][C:44]([O:47][CH:48]([N:50]1[CH2:55][CH2:54][CH:53]([CH2:56][OH:57])[CH2:52][CH2:51]1)[OH:49])([CH3:46])[CH3:45].CCO[C:61](C)=[O:62]. (5) Given the product [C:29]([C:2]1[CH:11]=[CH:10][CH:9]=[C:8]2[C:3]=1[CH2:4][CH2:5][N:6]1[C:16](=[O:17])[CH2:15][N:14]=[C:13]([C:18]3[CH:22]=[CH:21][N:20]([CH3:23])[N:19]=3)[CH:12]=[C:7]12)(=[O:31])[CH3:30], predict the reactants needed to synthesize it. The reactants are: I[C:2]1[CH:11]=[CH:10][CH:9]=[C:8]2[C:3]=1[CH2:4][CH2:5][N:6]1[C:16](=[O:17])[CH2:15][N:14]=[C:13]([C:18]3[CH:22]=[CH:21][N:20]([CH3:23])[N:19]=3)[CH:12]=[C:7]12.C([Sn](CCCC)(CCCC)[C:29]([O:31]CC)=[CH2:30])CCC.Cl.